This data is from NCI-60 drug combinations with 297,098 pairs across 59 cell lines. The task is: Regression. Given two drug SMILES strings and cell line genomic features, predict the synergy score measuring deviation from expected non-interaction effect. (1) Drug 2: C1=NC(=NC(=O)N1C2C(C(C(O2)CO)O)O)N. Drug 1: C1=C(C(=O)NC(=O)N1)N(CCCl)CCCl. Cell line: SNB-75. Synergy scores: CSS=19.3, Synergy_ZIP=4.13, Synergy_Bliss=2.98, Synergy_Loewe=0.961, Synergy_HSA=1.28. (2) Synergy scores: CSS=14.6, Synergy_ZIP=-8.56, Synergy_Bliss=-9.28, Synergy_Loewe=-3.25, Synergy_HSA=-5.14. Drug 2: C1C(C(OC1N2C=NC3=C(N=C(N=C32)Cl)N)CO)O. Cell line: SF-268. Drug 1: CC1C(C(=O)NC(C(=O)N2CCCC2C(=O)N(CC(=O)N(C(C(=O)O1)C(C)C)C)C)C(C)C)NC(=O)C3=C4C(=C(C=C3)C)OC5=C(C(=O)C(=C(C5=N4)C(=O)NC6C(OC(=O)C(N(C(=O)CN(C(=O)C7CCCN7C(=O)C(NC6=O)C(C)C)C)C)C(C)C)C)N)C. (3) Drug 1: CCN(CC)CCCC(C)NC1=C2C=C(C=CC2=NC3=C1C=CC(=C3)Cl)OC. Drug 2: N.N.Cl[Pt+2]Cl. Cell line: RXF 393. Synergy scores: CSS=21.3, Synergy_ZIP=-1.94, Synergy_Bliss=-3.10, Synergy_Loewe=-6.16, Synergy_HSA=-3.05. (4) Drug 1: CCN(CC)CCCC(C)NC1=C2C=C(C=CC2=NC3=C1C=CC(=C3)Cl)OC. Drug 2: C1C(C(OC1N2C=NC3=C2NC=NCC3O)CO)O. Cell line: UACC62. Synergy scores: CSS=6.78, Synergy_ZIP=-2.20, Synergy_Bliss=-1.05, Synergy_Loewe=-1.06, Synergy_HSA=-1.44. (5) Drug 1: C1=NC2=C(N=C(N=C2N1C3C(C(C(O3)CO)O)O)F)N. Drug 2: CC1=C(N=C(N=C1N)C(CC(=O)N)NCC(C(=O)N)N)C(=O)NC(C(C2=CN=CN2)OC3C(C(C(C(O3)CO)O)O)OC4C(C(C(C(O4)CO)O)OC(=O)N)O)C(=O)NC(C)C(C(C)C(=O)NC(C(C)O)C(=O)NCCC5=NC(=CS5)C6=NC(=CS6)C(=O)NCCC[S+](C)C)O. Cell line: MALME-3M. Synergy scores: CSS=11.4, Synergy_ZIP=-3.79, Synergy_Bliss=-0.732, Synergy_Loewe=-1.50, Synergy_HSA=-0.874. (6) Drug 1: C1C(C(OC1N2C=C(C(=O)NC2=O)F)CO)O. Drug 2: C#CCC(CC1=CN=C2C(=N1)C(=NC(=N2)N)N)C3=CC=C(C=C3)C(=O)NC(CCC(=O)O)C(=O)O. Cell line: TK-10. Synergy scores: CSS=60.3, Synergy_ZIP=0.415, Synergy_Bliss=-2.48, Synergy_Loewe=-9.64, Synergy_HSA=-1.19. (7) Cell line: DU-145. Drug 2: C1CCC(C(C1)N)N.C(=O)(C(=O)[O-])[O-].[Pt+4]. Synergy scores: CSS=6.44, Synergy_ZIP=-1.92, Synergy_Bliss=2.18, Synergy_Loewe=0.00347, Synergy_HSA=0.00356. Drug 1: CNC(=O)C1=CC=CC=C1SC2=CC3=C(C=C2)C(=NN3)C=CC4=CC=CC=N4. (8) Drug 1: CC(C1=C(C=CC(=C1Cl)F)Cl)OC2=C(N=CC(=C2)C3=CN(N=C3)C4CCNCC4)N. Drug 2: CC1=C2C(C(=O)C3(C(CC4C(C3C(C(C2(C)C)(CC1OC(=O)C(C(C5=CC=CC=C5)NC(=O)OC(C)(C)C)O)O)OC(=O)C6=CC=CC=C6)(CO4)OC(=O)C)O)C)O. Cell line: SF-268. Synergy scores: CSS=36.9, Synergy_ZIP=5.06, Synergy_Bliss=3.51, Synergy_Loewe=-20.5, Synergy_HSA=1.63. (9) Drug 1: C1CN1P(=S)(N2CC2)N3CC3. Drug 2: C(CC(=O)O)C(=O)CN.Cl. Cell line: U251. Synergy scores: CSS=28.5, Synergy_ZIP=-9.42, Synergy_Bliss=-9.46, Synergy_Loewe=-38.0, Synergy_HSA=-6.16. (10) Drug 1: CS(=O)(=O)C1=CC(=C(C=C1)C(=O)NC2=CC(=C(C=C2)Cl)C3=CC=CC=N3)Cl. Drug 2: CC1=CC2C(CCC3(C2CCC3(C(=O)C)OC(=O)C)C)C4(C1=CC(=O)CC4)C. Cell line: M14. Synergy scores: CSS=-5.75, Synergy_ZIP=2.88, Synergy_Bliss=0.0860, Synergy_Loewe=-4.34, Synergy_HSA=-4.09.